Dataset: Drug-target binding data from BindingDB using Ki measurements. Task: Regression. Given a target protein amino acid sequence and a drug SMILES string, predict the binding affinity score between them. We predict pKi (pKi = -log10(Ki in M); higher means stronger inhibition). Dataset: bindingdb_ki. (1) The compound is CC1CC(OP(=O)(O)OP(=O)(O)OC[C@H]2OC(n3cnc4c(=O)[nH]c(N)nc43)[C@H](O)[C@@H]2O)C(O)C(O)C1O. The target protein (Q11128) has sequence MDPLGPAKPQWLWRRCLAGLLFQLLVAVCFFSYLRVSRDDATGSPRPGLMAVEPVTGAPNGSRCQDSMATPAHPTLLILLWTWPFNTPVALPRCSEMVPGAADCNITADSSVYPQADAVIVHHWDIMYNPSANLPPPTRPQGQRWIWFSMESPSNCRHLEALDGYFNLTMSYRSDSDIFTPYGWLEPWSGQPAHPPLNLSAKTELVAWAVSNWKPDSARVRYYQSLQAHLKVDVYGRSHKPLPKGTMMETLSRYKFYLAFENSLHPDYITEKLWRNALEAWAVPVVLGPSRSNYERFLPPDAFIHVDDFQSPKDLARYLQELDKDHARYLSYFRWRETLRPRSFSWALAFCKACWKLQQESRYQTVRSIAAWFT. The pKi is 4.2. (2) The small molecule is COC(=O)c1ccc(CS(=O)(=O)N[C@H](CO)C(=O)NCC(=O)NCc2ccc(C(=N)N)cc2)cc1. The target protein (P18292) has sequence MLHVRGLGLPGCLALAALASLVHSQHVFLAPQQALSLLQRVRRANSGFLEELRKGNLERECVEEQCSYEEAFEALESPQDTDVFWAKYTVCDSVRKPRETFMDCLEGRCAMDLGLNYHGNVSVTHTGIECQLWRSRYPHRPDINSTTHPGADLKENFCRNPDSSTSGPWCYTTDPTVRREECSIPVCGQEGRTTVKMTPRSRGSKENLSPPLGECLLERGRLYQGNLAVTTLGSPCLAWDSLPTKTLSKYQNFDPEVKLVQNFCRNPDRDEEGAWCFVAQQPGFEYCSLNYCDEAVGEENHDGDESIAGRTTDAEFHTFFDERTFGLGEADCGLRPLFEKKSLTDKTEKELLDSYIDGRIVEGWDAEKGIAPWQVMLFRKSPQELLCGASLISDRWVLTAAHCILYPPWDKNFTENDLLVRIGKHSRTRYERNVEKISMLEKIYIHPRYNWRENLDRDIALLKLKKPVPFSDYIHPVCLPDKQTVTSLLQAGYKGRVTGW.... The pKi is 5.0. (3) The small molecule is O=C(CCSCc1ccco1)NNC(=O)N1Cc2ccccc2Oc2ccc(Cl)cc21. The target protein (Q92959) has sequence MGLLPKLGASQGSDTSTSRAGRCARSVFGNIKVFVLCQGLLQLCQLLYSAYFKSSLTTIEKRFGLSSSSSGLISSLNEISNAILIIFVSYFGSRVHRPRLIGIGGLFLAAGAFILTLPHFLSEPYQYTLASTGNNSRLQAELCQKHWQDLPPSKCHSTTQNPQKETSSMWGLMVVAQLLAGIGTVPIQPFGISYVDDFSEPSNSPLYISILFAISVFGPAFGYLLGSVMLQIFVDYGRVNTAAVNLVPGDPRWIGAWWLGLLISSALLVLTSFPFFFFPRAMPIGAKRAPATADEARKLEEAKSRGSLVDFIKRFPCIFLRLLMNSLFVLVVLAQCTFSSVIAGLSTFLNKFLEKQYGTSAAYANFLIGAVNLPAAALGMLFGGILMKRFVFSLQAIPRIATTIITISMILCVPLFFMGCSTPTVAEVYPPSTSSSIHPQSPACRRDCSCPDSIFHPVCGDNGIEYLSPCHAGCSNINMSSATSKQLIYLNCSCVTGGSA.... The pKi is 6.3. (4) The compound is CC[C@@H](C)[C@H](NC(=O)[C@@H](S)[C@H]([NH3+])CCS(=O)(=O)[O-])C(=O)O. The target protein (Q07075) has sequence MNFAEREGSKRYCIQTKHVAILCAVVVGVGLIVGLAVGLTRSCDSSGDGGPGTAPAPSHLPSSTASPSGPPAQDQDICPASEDESGQWKNFRLPDFVNPVHYDLHVKPLLEEDTYTGTVSISINLSAPTRYLWLHLRETRITRLPELKRPSGDQVQVRRCFEYKKQEYVVVEAEEELTPSSGDGLYLLTMEFAGWLNGSLVGFYRTTYTENGQVKSIVATDHEPTDARKSFPCFDEPNKKATYTISITHPKEYGALSNMPVAKEESVDDKWTRTTFEKSVPMSTYLVCFAVHQFDSVKRISNSGKPLTIYVQPEQKHTAEYAANITKSVFDYFEEYFAMNYSLPKLDKIAIPDFGTGAMENWGLITYRETNLLYDPKESASSNQQRVATVVAHELVHQWFGNIVTMDWWEDLWLNEGFASFFEFLGVNHAETDWQMRDQMLLEDVLPVQEDDSLMSSHPIIVTVTTPDEITSVFDGISYSKGSSILRMLEDWIKPENFQK.... The pKi is 5.9. (5) The small molecule is CN1CCc2c([nH]c3ccccc23)CCC(c2ccccc2)C1. The target protein (P21728) has sequence MRTLNTSAMDGTGLVVERDFSVRILTACFLSLLILSTLLGNTLVCAAVIRFRHLRSKVTNFFVISLAVSDLLVAVLVMPWKAVAEIAGFWPFGSFCNIWVAFDIMCSTASILNLCVISVDRYWAISSPFRYERKMTPKAAFILISVAWTLSVLISFIPVQLSWHKAKPTSPSDGNATSLAETIDNCDSSLSRTYAISSSVISFYIPVAIMIVTYTRIYRIAQKQIRRIAALERAAVHAKNCQTTTGNGKPVECSQPESSFKMSFKRETKVLKTLSVIMGVFVCCWLPFFILNCILPFCGSGETQPFCIDSNTFDVFVWFGWANSSLNPIIYAFNADFRKAFSTLLGCYRLCPATNNAIETVSINNNGAAMFSSHHEPRGSISKECNLVYLIPHAVGSSEDLKKEEAAGIARPLEKLSPALSVILDYDTDVSLEKIQPITQNGQHPT. The pKi is 5.0. (6) The small molecule is CCNc1nc2c(N)ncnc2n1C1O[C@H](COP(=O)(O)OP(=O)(O)O)[C@@H](O)[C@H]1O. The target protein (P12928) has sequence MSVQENTLPQQLWPWIFRSQKDLAKSALSGAPGGPAGYLRRASVAQLTQELGTAFFQQQQLPAAMADTFLEHLCLLDIDSQPVAARSTSIIATIGPASRSVDRLKEMIKAGMNIARLNFSHGSHEYHAESIANIREATESFATSPLSYRPVAIALDTKGPEIRTGVLQGGPESEVEIVKGSQVLVTVDPKFQTRGDAKTVWVDYHNITRVVAVGGRIYIDDGLISLVVQKIGPEGLVTEVEHGGILGSRKGVNLPNTEVDLPGLSEQDLLDLRFGVQHNVDIIFASFVRKASDVLAVRDALGPEGQNIKIISKIENHEGVKKFDEILEVSDGIMVARGDLGIEIPAEKVFLAQKMMIGRCNLAGKPVVCATQMLESMITKARPTRAETSDVANAVLDGADCIMLSGETAKGSFPVEAVMMQHAIAREAEAAVYHRQLFEELRRAAPLSRDPTEVTAIGAVEASFKCCAAAIIVLTKTGRSAQLLSQYRPRAAVIAVTRSA.... The pKi is 2.7. (7) The drug is NCc1ccc(CN(CCCCN(O)C(=O)C=CC(=O)[O-])C(=S)Nc2ccc(-c3c4ccc(=O)cc-4oc4cc(O)ccc34)c(C(=O)[O-])c2)cc1. The target protein (Q9Y2K7) has sequence MEPEEERIRYSQRLRGTMRRRYEDDGISDDEIEGKRTFDLEEKLHTNKYNANFVTFMEGKDFNVEYIQRGGLRDPLIFKNSDGLGIKMPDPDFTVNDVKMCVGSRRMVDVMDVNTQKGIEMTMAQWTRYYETPEEEREKLYNVISLEFSHTRLENMVQRPSTVDFIDWVDNMWPRHLKESQTESTNAILEMQYPKVQKYCLMSVRGCYTDFHVDFGGTSVWYHIHQGGKVFWLIPPTAHNLELYENWLLSGKQGDIFLGDRVSDCQRIELKQGYTFVIPSGWIHAVYTPTDTLVFGGNFLHSFNIPMQLKIYNIEDRTRVPNKFRYPFYYEMCWYVLERYVYCITNRSHLTKEFQKESLSMDLELNGLESGNGDEEAVDREPRRLSSRRSVLTSPVANGVNLDYDGLGKTCRSLPSLKKTLAGDSSSDCSRGSHNGQVWDPQCAPRKDRQVHLTHFELEGLRCLVDKLESLPLHKKCVPTGIEDEDALIADVKILLEELA.... The pKi is 4.8. (8) The small molecule is NCC[C@H](NC(=O)[C@@H](N)CCCN=C(N)N[N+](=O)[O-])C(N)=O. The target protein sequence is MGNLKSVGQEPGPPCGLGLGLGLGLCGKQGPASPAPEPSRAPAPATPHAPDHSPAPNSPTLTRPPEGPKFPRVKNWELGSITYDTLCAQSQQDGPCTPRCCLGSLVLPRKLQTRPSPGPPPAEQLLSQARDFINQYYSSIKRSGSQAHEERLQEVEAEVASTGTYHLRESELVFGAKQAWRNAPRCVGRIQWGKLQVFDARDCSSAQEMFTYICNHIKYATNRGNLRSAITVFPQRAPGRGDFRIWNSQLVRYAGYRQQDGSVRGDPANVEITELCIQHGWTPGNGRFDVLPLLLQAPDEAPELFVLPPELVLEVPLEHPTLEWFAALGLRWYALPAVSNMLLEIGGLEFSAAPFSGWYMSTEIGTRDLCDPHRYNILEDVAVCMDLDTRTTSSLWKDKAAVEINLAVLHSFQLAKVTIVDHHAATVSFMKHLDNEQKARGGCPADWAWIVPPISGSLTPVFHQEMVNYILSPAFRYQPDPWKGSATKGAGITRKKTFKE.... The pKi is 5.0. (9) The compound is NS(=O)(=O)c1nnc(NS(=O)(=O)c2ccccc2)s1. The target protein (P9WPJ9) has sequence MPNTNPVAAWKALKEGNERFVAGRPQHPSQSVDHRAGLAAGQKPTAVIFGCADSRVAAEIIFDQGLGDMFVVRTAGHVIDSAVLGSIEYAVTVLNVPLIVVLGHDSCGAVNAALAAINDGTLPGGYVRDVVERVAPSVLLGRRDGLSRVDEFEQRHVHETVAILMARSSAISERIAGGSLAIVGVTYQLDDGRAVLRDHIGNIGEEV. The pKi is 6.3. (10) The compound is OCCCCCCCCCCCCCCCCSC1=N[C@H]2O[C@H](CO)[C@H](O)[C@H](O)[C@H]2O1. The target protein (Q2KHZ8) has sequence MELSSPSREEYPMPRGRVGIMAASLMGLLLLHTVSWVSGARPCSPKSFGYSSVVCVCNGTYCDSLDPLTLPDPGTFSRFESTRSGRRMELSLGTIQANRTGTGLLLTLQPDQKFQKVKGFGGAMTDAAALNILALSPAARNLLLKSYFSEEGIEYNIIRVPMASCDFSIRTYTYDDSPDDFQLLNFSLPEEDVKLKIPLIHQALELANRSVSLFASPWTSPTWLKTNGAVNGKGTLKGQAGDLYHKTWARYFVKFLDAYAEHKLRFWAVTAENEPTAGLLTGYPFQCLGFTPEHQRDFIARDLGPILANSTHRDVRLLMLDDQRLLLPRWAQVVLADPEAAKYVHGIAVHWYLDFLAPAKATLGETHRLFPNTMLFASEACVGSKFWEQSVRLGSWDRGMRYSHSIITNLLYHVVGWTDWNLALNPEGGPNWVRNFVDSPIIVDIAKDTFYKQPMFYHLGHFSKFIPEGSQRVGLVASKKSDLDTVALLRPDGSAVAVVL.... The pKi is 4.2.